Task: Predict the reactants needed to synthesize the given product.. Dataset: Full USPTO retrosynthesis dataset with 1.9M reactions from patents (1976-2016) (1) Given the product [F:23][CH2:24][CH:25]([CH2:26][F:27])[O:28][C:6]1[CH:7]=[C:8]([O:10][C:17]2[CH:18]=[N:19][CH:20]=[CH:21][CH:22]=2)[CH:9]=[C:4]([CH:5]=1)[C:3]([NH:29][C:30]1[CH:34]=[CH:33][N:32]([CH3:35])[N:31]=1)=[O:15], predict the reactants needed to synthesize it. The reactants are: CO[C:3](=[O:15])[C:4]1[CH:9]=[C:8]([OH:10])[CH:7]=[C:6](OCOC)[CH:5]=1.I[C:17]1[CH:18]=[N:19][CH:20]=[CH:21][CH:22]=1.[F:23][CH2:24][CH:25]([OH:28])[CH2:26][F:27].[NH2:29][C:30]1[CH:34]=[CH:33][N:32]([CH3:35])[N:31]=1. (2) The reactants are: [Si]([O:8][CH2:9][CH2:10][O:11][C:12]1[CH:19]=[CH:18][C:15]([CH:16]=[O:17])=[CH:14][C:13]=1[CH3:20])(C(C)(C)C)(C)C.CC(O)=O.CCCC[N+](CCCC)(CCCC)CCCC.[F-]. Given the product [OH:8][CH2:9][CH2:10][O:11][C:12]1[CH:19]=[CH:18][C:15]([CH:16]=[O:17])=[CH:14][C:13]=1[CH3:20], predict the reactants needed to synthesize it. (3) Given the product [OH:29][C:23]1[C:22]([NH:21][C:18]([C:11]2[CH:12]=[CH:13][CH:14]=[C:15]3[C:10]=2[N:9]=[C:8]([O:1][C:2]2[CH:3]=[CH:4][CH:5]=[CH:6][CH:7]=2)[CH:17]=[CH:16]3)=[O:20])=[C:27]([OH:28])[CH:26]=[CH:25][N:24]=1, predict the reactants needed to synthesize it. The reactants are: [O:1]([C:8]1[CH:17]=[CH:16][C:15]2[C:10](=[C:11]([C:18]([OH:20])=O)[CH:12]=[CH:13][CH:14]=2)[N:9]=1)[C:2]1[CH:7]=[CH:6][CH:5]=[CH:4][CH:3]=1.[NH2:21][C:22]1[C:23]([OH:29])=[N:24][CH:25]=[CH:26][C:27]=1[OH:28].CN(C(ON1N=NC2C=CC=NC1=2)=[N+](C)C)C.F[P-](F)(F)(F)(F)F.CCN(C(C)C)C(C)C. (4) The reactants are: [CH3:1][C@:2]12[C:10]([C:11]3([CH2:14]/[CH:15]=[CH:16]\[C:17]([OH:26])([C:22]([F:25])([F:24])[F:23])[C:18]([F:21])([F:20])[F:19])[CH2:13][CH2:12]3)=[CH:9][CH2:8][C@H:7]1[C@@H:6]([OH:27])[CH2:5][CH2:4][CH2:3]2.[Cr](O[Cr]([O-])(=O)=O)([O-])(=O)=O.[NH+]1C=CC=CC=1.[NH+]1C=CC=CC=1. Given the product [CH3:1][C@:2]12[C:10]([C:11]3([CH:14]=[CH:15][CH2:16][C:17]([OH:26])([C:18]([F:19])([F:20])[F:21])[C:22]([F:23])([F:24])[F:25])[CH2:13][CH2:12]3)=[CH:9][CH2:8][C@H:7]1[C:6](=[O:27])[CH2:5][CH2:4][CH2:3]2, predict the reactants needed to synthesize it. (5) Given the product [Cl:11][C:12]1[CH:13]=[CH:14][C:15]([F:59])=[C:16]([C:18]2[CH:23]=[CH:22][C:21]([CH2:24][N:25]([CH2:53][C@@H:54]([OH:58])[C:55]([O:57][CH2:7][O:6][C:1](=[O:5])[CH2:2][CH2:3][CH3:4])=[O:56])[NH:26][C:27]([C:29]3[N:30]=[N:31][NH:32][N:33]=3)=[O:28])=[CH:20][CH:19]=2)[CH:17]=1, predict the reactants needed to synthesize it. The reactants are: [C:1]([O:6][CH2:7]Cl)(=[O:5])[CH2:2][CH2:3][CH3:4].[Na+].[I-].[Cl:11][C:12]1[CH:13]=[CH:14][C:15]([F:59])=[C:16]([C:18]2[CH:23]=[CH:22][C:21]([CH2:24][N:25]([CH2:53][C@@H:54]([OH:58])[C:55]([OH:57])=[O:56])[NH:26][C:27]([C:29]3[N:30]=[N:31][N:32](C(C4C=CC=CC=4)(C4C=CC=CC=4)C4C=CC=CC=4)[N:33]=3)=[O:28])=[CH:20][CH:19]=2)[CH:17]=1.CCN(C(C)C)C(C)C.Cl.O1CCOCC1.CC#N. (6) Given the product [O:1]1[C:6]2[CH:7]=[CH:8][C:9]([CH2:11][N:12]([CH:20]3[CH2:25][CH2:24][NH:23][CH2:22][CH2:21]3)[C:13](=[O:19])[O:14][C:15]([CH3:18])([CH3:16])[CH3:17])=[CH:10][C:5]=2[O:4][CH2:3][CH2:2]1, predict the reactants needed to synthesize it. The reactants are: [O:1]1[C:6]2[CH:7]=[CH:8][C:9]([CH2:11][N:12]([CH:20]3[CH2:25][CH2:24][N:23](C(=O)C(F)(F)F)[CH2:22][CH2:21]3)[C:13](=[O:19])[O:14][C:15]([CH3:18])([CH3:17])[CH3:16])=[CH:10][C:5]=2[O:4][CH2:3][CH2:2]1.C(=O)([O-])[O-].[K+].[K+]. (7) Given the product [N:1]1[CH:2]=[CH:3][C:4]([CH2:7][O:8][C:9](=[O:10])[NH:11][C:12]2[S:13][CH:14]=[C:15]([CH2:17][C:18]([NH:47][C:45]3[CH:46]=[CH:41][CH:42]=[CH:43][C:44]=3[NH2:49])=[O:20])[N:16]=2)=[CH:5][CH:6]=1, predict the reactants needed to synthesize it. The reactants are: [N:1]1[CH:6]=[CH:5][C:4]([CH2:7][O:8][C:9]([NH:11][C:12]2[S:13][CH:14]=[C:15]([CH2:17][C:18]([OH:20])=O)[N:16]=2)=[O:10])=[CH:3][CH:2]=1.CCN(C(C)C)C(C)C.CCN=C=NCCCN(C)C.[CH:41]1[CH:42]=[CH:43][C:44]2[N:49](O)N=[N:47][C:45]=2[CH:46]=1.C1(N)C=CC=CC=1N. (8) Given the product [CH2:1]([O:3][C:4](=[O:21])[NH:5][C:6]1[CH:11]=[CH:10][C:9]([NH:12][CH2:13][C:14]2[S:15][C:16]([Cl:19])=[CH:17][CH:18]=2)=[CH:8][C:7]=1[C:24]1[CH:23]=[N:22][C:31]2[C:26]([CH:25]=1)=[CH:27][CH:28]=[CH:29][CH:30]=2)[CH3:2], predict the reactants needed to synthesize it. The reactants are: [CH2:1]([O:3][C:4](=[O:21])[NH:5][C:6]1[CH:11]=[CH:10][C:9]([NH:12][CH2:13][C:14]2[S:15][C:16]([Cl:19])=[CH:17][CH:18]=2)=[CH:8][C:7]=1I)[CH3:2].[N:22]1[C:31]2[C:26](=[CH:27][CH:28]=[CH:29][CH:30]=2)[CH:25]=[C:24](B(O)O)[CH:23]=1.C(=O)([O-])[O-].[K+].[K+]. (9) Given the product [ClH:1].[CH3:2][C:3]1[C:4]2[NH:10][C:17]3[CH2:18][CH2:19][NH:14][CH2:15][C:16]=3[C:5]=2[CH:6]=[C:7]([CH3:9])[CH:8]=1, predict the reactants needed to synthesize it. The reactants are: [ClH:1].[CH3:2][C:3]1[CH:8]=[C:7]([CH3:9])[CH:6]=[CH:5][C:4]=1[NH:10]N.O.Cl.[NH:14]1[CH2:19][CH2:18][C:17](=O)[CH2:16][CH2:15]1.Cl.